Dataset: Peptide-MHC class I binding affinity with 185,985 pairs from IEDB/IMGT. Task: Regression. Given a peptide amino acid sequence and an MHC pseudo amino acid sequence, predict their binding affinity value. This is MHC class I binding data. (1) The peptide sequence is KFRDLLFKL. The MHC is H-2-Kb with pseudo-sequence H-2-Kb. The binding affinity (normalized) is 0.365. (2) The binding affinity (normalized) is 0.681. The peptide sequence is IPVTMTLWY. The MHC is HLA-B53:01 with pseudo-sequence HLA-B53:01.